This data is from Reaction yield outcomes from USPTO patents with 853,638 reactions. The task is: Predict the reaction yield, written as a fraction of the theoretical maximum amount of product (1.0 means a 100% yield; for example, 0.34 means a 34% yield). (1) The reactants are [CH3:1][NH:2][C:3]1[CH:8]=[CH:7][CH:6]=[CH:5][CH:4]=1.[Cl:9][C:10]1[CH:25]=[CH:24][C:13]([CH2:14][N:15]2[C:20](=[O:21])[CH:19]=[CH:18][C:17]([CH:22]=O)=[CH:16]2)=[CH:12][CH:11]=1.CC(O)=O.[BH-](OC(C)=O)(OC(C)=O)OC(C)=O.[Na+]. The catalyst is C(Cl)Cl. The product is [Cl:9][C:10]1[CH:25]=[CH:24][C:13]([CH2:14][N:15]2[CH:16]=[C:17]([CH2:22][N:2]([CH3:1])[C:3]3[CH:8]=[CH:7][CH:6]=[CH:5][CH:4]=3)[CH:18]=[CH:19][C:20]2=[O:21])=[CH:12][CH:11]=1. The yield is 0.290. (2) The reactants are Br[C:2]1[CH:3]=[C:4]([NH2:17])[CH:5]=[N:6][C:7]=1[O:8][C:9]1[CH:14]=[CH:13][C:12]([F:15])=[CH:11][C:10]=1[F:16].[CH3:18][C:19]1([CH3:35])[C:23]([CH3:25])([CH3:24])[O:22][B:21]([B:21]2[O:22][C:23]([CH3:25])([CH3:24])[C:19]([CH3:35])([CH3:18])[O:20]2)[O:20]1.CC([O-])=O.[K+].CC12CC3(C)P(C4C=CC=CC=4)C(C)(CC(C)(O3)O1)O2. The catalyst is O1CCOCC1.C1C=CC(/C=C/C(/C=C/C2C=CC=CC=2)=O)=CC=1.C1C=CC(/C=C/C(/C=C/C2C=CC=CC=2)=O)=CC=1.C1C=CC(/C=C/C(/C=C/C2C=CC=CC=2)=O)=CC=1.[Pd].[Pd]. The product is [F:16][C:10]1[CH:11]=[C:12]([F:15])[CH:13]=[CH:14][C:9]=1[O:8][C:7]1[N:6]=[CH:5][C:4]([NH2:17])=[CH:3][C:2]=1[B:21]1[O:22][C:23]([CH3:25])([CH3:24])[C:19]([CH3:35])([CH3:18])[O:20]1. The yield is 0.350.